From a dataset of Catalyst prediction with 721,799 reactions and 888 catalyst types from USPTO. Predict which catalyst facilitates the given reaction. (1) Reactant: [Si]([O:8][CH2:9][C:10]1[CH:15]=[CH:14][N:13]2[N:16]=[CH:17][C:18]([C:19]([O:21][CH3:22])=[O:20])=[C:12]2[CH:11]=1)(C(C)(C)C)(C)C.CCCC[N+](CCCC)(CCCC)CCCC.[F-].C(OCC)(=O)C. The catalyst class is: 1. Product: [OH:8][CH2:9][C:10]1[CH:15]=[CH:14][N:13]2[N:16]=[CH:17][C:18]([C:19]([O:21][CH3:22])=[O:20])=[C:12]2[CH:11]=1. (2) Reactant: Br[C:2]1[S:3][CH:4]=[C:5]([CH2:7][O:8][Si:9]([C:12]([CH3:15])([CH3:14])[CH3:13])([CH3:11])[CH3:10])[N:6]=1.[CH3:16][O:17][CH2:18][C@@H:19]1[CH2:23][CH2:22][CH2:21][NH:20]1.C(N(CC)CC)C. Product: [Si:9]([O:8][CH2:7][C:5]1[N:6]=[C:2]([N:20]2[CH2:21][CH2:22][CH2:23][C@H:19]2[CH2:18][O:17][CH3:16])[S:3][CH:4]=1)([C:12]([CH3:15])([CH3:14])[CH3:13])([CH3:11])[CH3:10]. The catalyst class is: 12.